Dataset: Reaction yield outcomes from USPTO patents with 853,638 reactions. Task: Predict the reaction yield, written as a fraction of the theoretical maximum amount of product (1.0 means a 100% yield; for example, 0.34 means a 34% yield). (1) The reactants are I[C:2]1[CH:8]=[CH:7][C:5]([NH2:6])=[CH:4][CH:3]=1.[O:9]1[C:13]2[CH:14]=[CH:15][CH:16]=[CH:17][C:12]=2[CH:11]=[C:10]1B(O)O.C([O-])([O-])=O.[Na+].[Na+]. The catalyst is COCCOC.CCO.O. The product is [O:9]1[C:10]2=[CH:11][CH:12]=[CH:17][C:16]2=[CH:15][CH:14]=[C:13]1[NH:6][C:5]1[CH:7]=[CH:8][CH:2]=[CH:3][CH:4]=1. The yield is 0.995. (2) The reactants are [Br:1][C:2]1[CH:7]=[CH:6][C:5](/[CH:8]=[C:9](\[CH2:15][C:16]#[N:17])/[C:10]([O:12][CH2:13][CH3:14])=[O:11])=[C:4]([N+:18]([O-])=O)[CH:3]=1. The catalyst is C(O)(=O)C.[Fe]. The product is [NH2:17][C:16]1[CH2:15][C:9]([C:10]([O:12][CH2:13][CH3:14])=[O:11])=[CH:8][C:5]2[CH:6]=[CH:7][C:2]([Br:1])=[CH:3][C:4]=2[N:18]=1. The yield is 0.570. (3) The reactants are [Cl:1][C:2]1[N:3]=[C:4]([N:12]2[CH2:17][CH2:16][O:15][CH2:14][CH2:13]2)[C:5]2[S:10][C:9]([CH3:11])=[N:8][C:6]=2[N:7]=1.[Se](=O)=[O:19]. The catalyst is O1CCOCC1. The product is [Cl:1][C:2]1[N:3]=[C:4]([N:12]2[CH2:17][CH2:16][O:15][CH2:14][CH2:13]2)[C:5]2[S:10][C:9]([CH:11]=[O:19])=[N:8][C:6]=2[N:7]=1. The yield is 0.490. (4) The reactants are [CH3:1][O:2][C:3]1[CH:18]=[C:17]2[C:6]([CH2:7][CH2:8][C:9]3([O:16]2)[CH2:14][CH2:13][N:12]([CH3:15])[CH2:11][CH2:10]3)=[CH:5][C:4]=1[NH2:19].CS([C:23]1[N:28]=[CH:27][C:26]2=[CH:29][CH:30]=[C:31]([C:32]3[CH:37]=[CH:36][CH:35]=[CH:34][C:33]=3[N:38]([CH3:43])[S:39]([CH3:42])(=[O:41])=[O:40])[N:25]2[N:24]=1)=O. No catalyst specified. The product is [CH3:1][O:2][C:3]1[CH:18]=[C:17]2[C:6]([CH2:7][CH2:8][C:9]3([O:16]2)[CH2:10][CH2:11][N:12]([CH3:15])[CH2:13][CH2:14]3)=[CH:5][C:4]=1[NH:19][C:23]1[N:28]=[CH:27][C:26]2=[CH:29][CH:30]=[C:31]([C:32]3[CH:37]=[CH:36][CH:35]=[CH:34][C:33]=3[N:38]([CH3:43])[S:39]([CH3:42])(=[O:41])=[O:40])[N:25]2[N:24]=1. The yield is 0.180. (5) The reactants are [CH:1]([CH:4]1[C:9]2[N:10](C(OCC3C=CC=CC=3)=O)[CH:11]=[N:12][C:8]=2[CH2:7][C@@H:6]([C:23]([O:25][CH3:26])=[O:24])[N:5]1[C:27]([O:29][CH2:30][C:31]1[CH:36]=[CH:35][CH:34]=[CH:33][CH:32]=1)=[O:28])([CH3:3])[CH3:2].C(C1C2N=CNC=2C[C@@H](C(OC)=O)N1C(OCC1C=CC=CC=1)=O)(C)C.CN. The catalyst is CN(C=O)C. The product is [CH:1]([C@H:4]1[C:9]2[N:10]=[CH:11][NH:12][C:8]=2[CH2:7][C@@H:6]([C:23]([O:25][CH3:26])=[O:24])[N:5]1[C:27]([O:29][CH2:30][C:31]1[CH:32]=[CH:33][CH:34]=[CH:35][CH:36]=1)=[O:28])([CH3:3])[CH3:2]. The yield is 0.0270. (6) The reactants are [Cl:1][C:2]1[CH:3]=[C:4]2[C:8](=[CH:9][CH:10]=1)[N:7]([CH2:11][C:12]([O:14]CC)=[O:13])[C:6](=[O:17])[C:5]12[CH2:21][O:20][C:19]2[CH:22]=[C:23]3[C:27](=[CH:28][C:18]1=2)[CH2:26][CH2:25][O:24]3.O=C1C2(C3=CC4OCOC=4C=C3OC2)C2C(=CC=CC=2)N1CC(OCC)=O. No catalyst specified. The product is [Cl:1][C:2]1[CH:3]=[C:4]2[C:8](=[CH:9][CH:10]=1)[N:7]([CH2:11][C:12]([OH:14])=[O:13])[C:6](=[O:17])[C:5]12[CH2:21][O:20][C:19]2[CH:22]=[C:23]3[C:27](=[CH:28][C:18]1=2)[CH2:26][CH2:25][O:24]3. The yield is 0.980.